From a dataset of Retrosynthesis with 50K atom-mapped reactions and 10 reaction types from USPTO. Predict the reactants needed to synthesize the given product. (1) The reactants are: Cc1cc(-c2ccc(Cl)cc2)cc(I)n1.OB(O)c1cccc(Br)c1. Given the product Cc1cc(-c2ccc(Cl)cc2)cc(-c2cccc(Br)c2)n1, predict the reactants needed to synthesize it. (2) Given the product CCC(C)C(=O)c1ccc(C(=O)O)cc1, predict the reactants needed to synthesize it. The reactants are: CCOC(=O)c1ccc(C(=O)C(C)CC)cc1. (3) Given the product CCC(C)COC(=O)OC(C)Cl, predict the reactants needed to synthesize it. The reactants are: CC(Cl)OC(=O)Cl.CCC(C)CO.